From a dataset of Reaction yield outcomes from USPTO patents with 853,638 reactions. Predict the reaction yield, written as a fraction of the theoretical maximum amount of product (1.0 means a 100% yield; for example, 0.34 means a 34% yield). (1) The reactants are O=[C:2]1[NH:11][C:10]2[C:5](=[CH:6][CH:7]=[C:8]([C:12]#[N:13])[CH:9]=2)[N:4]2[CH:14]=[CH:15][CH:16]=[C:3]12.CCN(C(C)C)C(C)C.O=P(Cl)(Cl)[Cl:28].O. The catalyst is C1(C)C=CC=CC=1. The product is [Cl:28][C:2]1[C:3]2[N:4]([CH:14]=[CH:15][CH:16]=2)[C:5]2[C:10]([N:11]=1)=[CH:9][C:8]([C:12]#[N:13])=[CH:7][CH:6]=2. The yield is 0.700. (2) The reactants are [OH:1][C:2]12[C:13]3[C:8](=[CH:9][CH:10]=[CH:11][CH:12]=3)[C:7](=[O:14])[C:6]1([OH:15])[C:5]1[CH:16]=[C:17]([C:20]([CH2:23][CH3:24])([CH3:22])[CH3:21])[CH:18]=[CH:19][C:4]=1[O:3]2.[C:25]([OH:28])(=O)[CH3:26].N1C=CC=CC=1.C1C[O:38][CH2:37][CH2:36]1. No catalyst specified. The product is [C:37]([O:3][C:4]1[CH:19]=[CH:18][C:17]([C:20]([CH2:23][CH3:24])([CH3:22])[CH3:21])=[CH:16][C:5]=1[C:6]1([O:15][C:25](=[O:28])[CH3:26])[C:7](=[O:14])[C:8]2[C:13](=[CH:12][CH:11]=[CH:10][CH:9]=2)[C:2]1=[O:1])(=[O:38])[CH3:36]. The yield is 0.380. (3) The reactants are [CH2:1]([C:8]([C:10]([F:13])([F:12])[F:11])=O)[C:2]([C:4]([F:7])([F:6])[F:5])=O.Cl.[N+:15]([C:18]1[CH:19]=[C:20]([NH:24][NH2:25])[CH:21]=[CH:22][CH:23]=1)([O-:17])=[O:16]. No catalyst specified. The product is [F:11][C:10]([F:13])([F:12])[C:8]1[CH:1]=[C:2]([C:4]([F:7])([F:6])[F:5])[N:24]([C:20]2[CH:21]=[CH:22][CH:23]=[C:18]([N+:15]([O-:17])=[O:16])[CH:19]=2)[N:25]=1. The yield is 0.940. (4) The product is [Cl:19][C:20]1[CH:28]=[CH:27][C:23]2[C:24](=[O:25])[N:2]=[C:1]([C:3]3[N:8]=[C:7]([CH2:9][CH2:10][C:11]([O:13][C:14]([CH3:15])([CH3:17])[CH3:16])=[O:12])[CH:6]=[C:5]([CH3:18])[CH:4]=3)[S:29][C:22]=2[CH:21]=1. The reactants are [C:1]([C:3]1[N:8]=[C:7]([CH2:9][CH2:10][C:11]([O:13][C:14]([CH3:17])([CH3:16])[CH3:15])=[O:12])[CH:6]=[C:5]([CH3:18])[CH:4]=1)#[N:2].[Cl:19][C:20]1[CH:21]=[C:22]([SH:29])[C:23](=[CH:27][CH:28]=1)[C:24](O)=[O:25]. The catalyst is N1C=CC=CC=1. The yield is 0.280. (5) The catalyst is C(Cl)Cl. The reactants are ClC1C=CC=C(C(OO)=[O:9])C=1.[Cl:12][C:13]1[CH:18]=[CH:17][C:16]([S:19]([CH:21]([C:32]2[CH:37]=[C:36]([F:38])[CH:35]=[CH:34][C:33]=2[F:39])[C:22]2[C:23]([CH3:31])=[CH:24][C:25]([C:28]([NH2:30])=[O:29])=[N:26][CH:27]=2)=[O:20])=[CH:15][CH:14]=1. The yield is 0.510. The product is [Cl:12][C:13]1[CH:18]=[CH:17][C:16]([S:19]([CH:21]([C:32]2[CH:37]=[C:36]([F:38])[CH:35]=[CH:34][C:33]=2[F:39])[C:22]2[C:23]([CH3:31])=[CH:24][C:25]([C:28]([NH2:30])=[O:29])=[N:26][CH:27]=2)(=[O:9])=[O:20])=[CH:15][CH:14]=1. (6) The reactants are [F:1][C:2]([F:11])([F:10])[CH2:3]N1CCCCC1.C([N:14](CC)CC)C.ClC1C=CC([S:26](Cl)(=[O:28])=[O:27])=CC=1. The catalyst is ClCCCl. The product is [F:1][C:2]([F:11])([F:10])[CH2:3][S:26]([NH2:14])(=[O:28])=[O:27]. The yield is 0.380. (7) The reactants are [CH3:1][O:2][C:3]1[CH:4]=[C:5]2[C:10](=[CH:11][C:12]=1[O:13][CH3:14])[N:9]=[CH:8][N:7]=[C:6]2[NH:15][C:16]1[CH:21]=[CH:20][C:19]([N+:22]([O-])=O)=[CH:18][C:17]=1[F:25]. The catalyst is CN(C=O)C.CO.[Pd]. The yield is 0.650. The product is [CH3:1][O:2][C:3]1[CH:4]=[C:5]2[C:10](=[CH:11][C:12]=1[O:13][CH3:14])[N:9]=[CH:8][N:7]=[C:6]2[NH:15][C:16]1[CH:21]=[CH:20][C:19]([NH2:22])=[CH:18][C:17]=1[F:25].